Dataset: Full USPTO retrosynthesis dataset with 1.9M reactions from patents (1976-2016). Task: Predict the reactants needed to synthesize the given product. (1) Given the product [Cl:1][C:2]1[CH:3]=[N:4][CH:5]=[CH:6][C:7]=1[C:8]1[N:13]=[C:12]([N:14]2[CH2:15][CH2:16][CH:17]([NH2:20])[CH2:18][CH2:19]2)[CH:11]=[N:10][C:9]=1[C:31]1[CH:36]=[CH:35][C:34]([C:37]([F:38])([F:39])[F:40])=[CH:33][N:32]=1, predict the reactants needed to synthesize it. The reactants are: [Cl:1][C:2]1[CH:3]=[N:4][CH:5]=[CH:6][C:7]=1[C:8]1[N:13]=[C:12]([N:14]2[CH2:19][CH2:18][CH:17]([N:20]3C(=O)C4C(=CC=CC=4)C3=O)[CH2:16][CH2:15]2)[CH:11]=[N:10][C:9]=1[C:31]1[CH:36]=[CH:35][C:34]([C:37]([F:40])([F:39])[F:38])=[CH:33][N:32]=1.NN. (2) Given the product [Br:1][C:2]1[CH:3]=[C:4]([C:8]([OH:10])=[O:9])[NH:5][C:6]=1[CH3:7], predict the reactants needed to synthesize it. The reactants are: [Br:1][C:2]1[CH:3]=[C:4]([C:8]([O:10]CC)=[O:9])[NH:5][C:6]=1[CH3:7].[OH-].[Li+]. (3) Given the product [F:16][C:15]([F:18])([F:17])[S:12]([OH:19])(=[O:14])=[O:13].[OH:1][C:2]1[CH:11]=[C:10]2[C:5]([CH:6]=[CH:7][N:8]=[CH:9]2)=[CH:4][CH:3]=1, predict the reactants needed to synthesize it. The reactants are: [OH:1][C:2]1[CH:11]=[C:10]2[C:5]([CH:6]=[CH:7][N:8]=[CH:9]2)=[CH:4][CH:3]=1.[S:12]([O:19]S(C(F)(F)F)(=O)=O)([C:15]([F:18])([F:17])[F:16])(=[O:14])=[O:13]. (4) Given the product [CH3:1][O:2][CH:9]1[CH2:10][CH2:11][S:5](=[O:7])(=[O:6])[CH2:8]1, predict the reactants needed to synthesize it. The reactants are: [CH3:1][OH:2].[OH-].[K+].[S:5]1([CH2:11][CH:10]=[CH:9][CH2:8]1)(=[O:7])=[O:6].Cl. (5) The reactants are: [C:1]([CH:3]([CH:7]1[C:11]([Cl:12])=[C:10](Cl)C(=O)O1)[C:4]([NH2:6])=[O:5])#[N:2].Cl.[F:16][C:17]1[CH:18]=[C:19]([CH2:27][NH2:28])[CH:20]=[C:21]([S:23]([CH3:26])(=[O:25])=[O:24])[CH:22]=1.C(=O)([O-])[O-].[K+].[K+].[OH-].[Na+]. Given the product [ClH:12].[Cl:12][C:11]1[CH:7]=[C:3]([C:4]([NH2:6])=[O:5])[C:1](=[NH:2])[N:28]([CH2:27][C:19]2[CH:20]=[C:21]([S:23]([CH3:26])(=[O:25])=[O:24])[CH:22]=[C:17]([F:16])[CH:18]=2)[CH:10]=1, predict the reactants needed to synthesize it. (6) Given the product [Br:1][C:2]1[CH:3]=[C:4]([CH2:10][O:11][Si:19]([C:22]([CH3:25])([CH3:24])[CH3:23])([CH3:21])[CH3:20])[S:5][C:6]=1[CH:7]([CH3:9])[CH3:8], predict the reactants needed to synthesize it. The reactants are: [Br:1][C:2]1[CH:3]=[C:4]([CH2:10][OH:11])[S:5][C:6]=1[CH:7]([CH3:9])[CH3:8].CCN(CC)CC.[Si:19](Cl)([C:22]([CH3:25])([CH3:24])[CH3:23])([CH3:21])[CH3:20].